This data is from Forward reaction prediction with 1.9M reactions from USPTO patents (1976-2016). The task is: Predict the product of the given reaction. (1) The product is: [CH:10]1([O:16][C:17]2[CH:22]=[CH:21][C:20]([C:23]3[C:24]4=[N:29][S:6](=[O:8])(=[O:7])[CH2:5][CH2:4][N:25]4[CH:26]=[CH:27][CH:28]=3)=[CH:19][CH:18]=2)[CH2:11][CH2:12][CH2:13][CH2:14][CH2:15]1. Given the reactants [H-].[Na+].Cl[CH2:4][CH2:5][S:6](Cl)(=[O:8])=[O:7].[CH:10]1([O:16][C:17]2[CH:22]=[CH:21][C:20]([C:23]3[C:24]([NH2:29])=[N:25][CH:26]=[CH:27][CH:28]=3)=[CH:19][CH:18]=2)[CH2:15][CH2:14][CH2:13][CH2:12][CH2:11]1, predict the reaction product. (2) Given the reactants [CH3:1][C:2]1[O:6][N:5]=[C:4]([C:7]2[CH:12]=[CH:11][CH:10]=[CH:9][CH:8]=2)[C:3]=1[CH2:13][O:14][C:15]1[CH:23]=[CH:22][C:18]([C:19]([OH:21])=O)=[CH:17][N:16]=1.[CH2:24]([O:31][CH:32]1[CH2:35][CH:34]([NH2:36])[CH2:33]1)[C:25]1[CH:30]=[CH:29][CH:28]=[CH:27][CH:26]=1, predict the reaction product. The product is: [CH2:24]([O:31][CH:32]1[CH2:35][CH:34]([NH:36][C:19](=[O:21])[C:18]2[CH:22]=[CH:23][C:15]([O:14][CH2:13][C:3]3[C:4]([C:7]4[CH:8]=[CH:9][CH:10]=[CH:11][CH:12]=4)=[N:5][O:6][C:2]=3[CH3:1])=[N:16][CH:17]=2)[CH2:33]1)[C:25]1[CH:30]=[CH:29][CH:28]=[CH:27][CH:26]=1. (3) Given the reactants [C:1]1([CH3:18])[CH:6]=[CH:5][C:4]([S:7]([NH:10][C@@H:11]2[CH2:16][CH2:15][CH2:14][CH2:13][C@H:12]2[NH2:17])(=[O:9])=[O:8])=[CH:3][CH:2]=1.[OH-].[Na+].[C:21]([O:25][C:26](O[C:26]([O:25][C:21]([CH3:24])([CH3:23])[CH3:22])=[O:27])=[O:27])([CH3:24])([CH3:23])[CH3:22], predict the reaction product. The product is: [C:1]1([CH3:18])[CH:2]=[CH:3][C:4]([S:7]([N:10]([C:26]([O:25][C:21]([CH3:24])([CH3:23])[CH3:22])=[O:27])[C@@H:11]2[CH2:16][CH2:15][CH2:14][CH2:13][C@H:12]2[NH2:17])(=[O:8])=[O:9])=[CH:5][CH:6]=1. (4) Given the reactants [NH2:1][C:2]1[CH:7]=[CH:6][N:5]=[CH:4][CH:3]=1.[C:8](O[C:8]([O:10][C:11]([CH3:14])([CH3:13])[CH3:12])=[O:9])([O:10][C:11]([CH3:14])([CH3:13])[CH3:12])=[O:9], predict the reaction product. The product is: [C:11]([O:10][C:8]([NH:1][C:2]1[CH:7]=[CH:6][N:5]=[CH:4][CH:3]=1)=[O:9])([CH3:14])([CH3:13])[CH3:12]. (5) Given the reactants [CH3:1][O:2][C:3]1[CH:8]=[CH:7][C:6]2[C:9]3[N:10]([CH2:23][CH2:24][CH2:25][CH2:26][CH2:27]Cl)[C:11]4[C:16]([C:17]=3[CH2:18][CH2:19][S:20][C:5]=2[CH:4]=1)=[CH:15][C:14]([O:21][CH3:22])=[CH:13][CH:12]=4.[NH:29]1[CH2:34][CH2:33][CH2:32][CH2:31][CH2:30]1, predict the reaction product. The product is: [CH3:1][O:2][C:3]1[CH:8]=[CH:7][C:6]2[C:9]3[N:10]([CH2:23][CH2:24][CH2:25][CH2:26][CH2:27][N:29]4[CH2:34][CH2:33][CH2:32][CH2:31][CH2:30]4)[C:11]4[C:16]([C:17]=3[CH2:18][CH2:19][S:20][C:5]=2[CH:4]=1)=[CH:15][C:14]([O:21][CH3:22])=[CH:13][CH:12]=4.